This data is from Peptide-MHC class II binding affinity with 134,281 pairs from IEDB. The task is: Regression. Given a peptide amino acid sequence and an MHC pseudo amino acid sequence, predict their binding affinity value. This is MHC class II binding data. (1) The peptide sequence is LYLSDKGNLVELGSF. The MHC is DRB1_0101 with pseudo-sequence DRB1_0101. The binding affinity (normalized) is 0.639. (2) The peptide sequence is PLSVASMTSPLLTWD. The MHC is DRB1_0404 with pseudo-sequence DRB1_0404. The binding affinity (normalized) is 0.795. (3) The peptide sequence is KVIQAQTAYSANP. The MHC is DRB1_0101 with pseudo-sequence DRB1_0101. The binding affinity (normalized) is 0.633. (4) The peptide sequence is SQDLELSWNLNGSQAY. The MHC is DRB1_0802 with pseudo-sequence DRB1_0802. The binding affinity (normalized) is 0.257. (5) The peptide sequence is LLIDVVTYLVALIPE. The MHC is DRB1_0101 with pseudo-sequence DRB1_0101. The binding affinity (normalized) is 0.260. (6) The peptide sequence is SQVHPSPLLTEGFKL. The MHC is DRB1_0101 with pseudo-sequence DRB1_0101. The binding affinity (normalized) is 0.543. (7) The MHC is DRB1_0401 with pseudo-sequence DRB1_0401. The peptide sequence is DVDQSLIIAARNIVR. The binding affinity (normalized) is 0.354.